From a dataset of Experimentally validated miRNA-target interactions with 360,000+ pairs, plus equal number of negative samples. Binary Classification. Given a miRNA mature sequence and a target amino acid sequence, predict their likelihood of interaction. (1) The miRNA is hsa-miR-4635 with sequence UCUUGAAGUCAGAACCCGCAA. The protein sequence of the target gene is MRACISLVLAVLCGLAWAGKIESCASRCNEKFNRDAACQCDRRCLWHGNCCEDYEHLCTEDHKESEPLPQLEEETEEALASNLYSAPTSCQGRCYEAFDKHHQCHCNARCQEFGNCCKDFESLCSDHEVSHSSDAITKEEIQSISEKIYRADTNKAQKEDIVLNSQNCISPSETRNQVDRCPKPLFTYVNEKLFSKPTYAAFINLLNNYQRATGHGEHFSAQELAEQDAFLREIMKTAVMKELYSFLHHQNRYGSEQEFVDDLKNMWFGLYSRGNEEGDSSGFEHVFSGEVKKGKVTGFH.... Result: 1 (interaction). (2) The miRNA is hsa-miR-4706 with sequence AGCGGGGAGGAAGUGGGCGCUGCUU. The protein sequence of the target gene is MKLSVCLLLVTLALCCYQANAEFCPALVSELLDFFFISEPLFKLSLAKFDAPPEAVAAKLGVKRCTDQMSLQKRSLIAEVLVKILKKCSV. Result: 0 (no interaction). (3) The miRNA is hsa-miR-6803-3p with sequence UCCCUCGCCUUCUCACCCUCAG. The protein sequence of the target gene is MNSVRAANRRPRRVSRPRPVQQQQQQPPQQPPPQPPQQQPPQQQPPPPPQQQQQQQPPPPPPPPPPLPQERNNVGERDDDVPADMVAEESGPGAQNSPYQLRRKTLLPKRTACPTKNSMEGASTSTTENFGHRAKRARVSGKSQDLSAAPAEQYLQEKLPDEVVLKIFSYLLEQDLCRAACVCKRFSELANDPILWKRLYMEVFEYTRPMMHPEPGKFYQINPEEYEHPNPWKESFQQLYKGAHVKPGFAEHFYSNPARYKGRENMLYYDTIEDALGGVQEAHFDGLIFVHSGIYTDEWI.... Result: 0 (no interaction). (4) The miRNA is hsa-miR-4743-3p with sequence UUUCUGUCUUUUCUGGUCCAG. The protein sequence of the target gene is MVPPVQVSPLIKLGRYSALFLGVAYGATRYNYLKPRAEEERRIAAEEKKKQDELKRIARELAEDDSILK. Result: 0 (no interaction). (5) The miRNA is hsa-miR-4775 with sequence UUAAUUUUUUGUUUCGGUCACU. The protein sequence of the target gene is MSFSRALLWARLPAGRQAGHRAAICSALRPHFGPFPGVLGQVSVLATASSSASGGSKIPNTSLFVPLTVKPQGPSADGDVGAELTRPLDKNEVKKVLDKFYKRKEIQKLGADYGLDARLFHQAFISFRNYIMQSHSLDVDIHIVLNDICFGAAHADDLFPFFLRHAKQIFPVLDCKDDLRKISDLRIPPNWYPDARAMQRKIIFHSGPTNSGKTYHAIQKYFSAKSGVYCGPLKLLAHEIFEKSNAAGVPCDLVTGEERVTVQPNGKQASHVSCTVEMCSVTTPYEVAVIDEIQMIRDPA.... Result: 0 (no interaction).